From a dataset of Forward reaction prediction with 1.9M reactions from USPTO patents (1976-2016). Predict the product of the given reaction. (1) Given the reactants C(O[C:6]([N:8]1[CH2:12][C:11](=[N:13][O:14][CH2:15][C:16]2[CH:21]=[CH:20][C:19]([O:22][CH3:23])=[CH:18][CH:17]=2)[CH2:10][C@H:9]1[C:24]([OH:26])=O)=[O:7])(C)(C)C.[C:27]1([CH:33]([C:37]2[CH:42]=[CH:41][CH:40]=[CH:39][CH:38]=2)C(Cl)=O)[CH:32]=[CH:31][CH:30]=[CH:29][CH:28]=1.[NH:43]1[CH2:48][CH2:47][CH2:46][CH2:45][CH2:44]1, predict the reaction product. The product is: [CH3:23][O:22][C:19]1[CH:18]=[CH:17][C:16]([CH2:15][O:14][N:13]=[C:11]2[CH2:10][C@@H:9]([C:24]([N:43]3[CH2:48][CH2:47][CH2:46][CH2:45][CH2:44]3)=[O:26])[N:8]([C:6](=[O:7])[CH:33]([C:27]3[CH:28]=[CH:29][CH:30]=[CH:31][CH:32]=3)[C:37]3[CH:38]=[CH:39][CH:40]=[CH:41][CH:42]=3)[CH2:12]2)=[CH:21][CH:20]=1. (2) Given the reactants F[C:2]1[CH:7]=[CH:6][C:5]([C:8](=[O:17])[C:9]2[CH:14]=[CH:13][C:12]([O:15][CH3:16])=[CH:11][CH:10]=2)=[CH:4][C:3]=1[S:18]([NH2:21])(=[O:20])=[O:19].[CH3:22][S-:23].[Na+], predict the reaction product. The product is: [CH3:16][O:15][C:12]1[CH:13]=[CH:14][C:9]([C:8]([C:5]2[CH:6]=[CH:7][C:2]([S:23][CH3:22])=[C:3]([S:18]([NH2:21])(=[O:20])=[O:19])[CH:4]=2)=[O:17])=[CH:10][CH:11]=1. (3) Given the reactants [CH3:1][N:2]1[CH2:15][CH2:14][C:13]2[C:12]3[CH:11]=[C:10]([CH3:16])[CH:9]=[CH:8][C:7]=3[NH:6][C:5]=2[CH2:4][CH2:3]1.N1CCC[C@H]1C(O)=O.[O-]P([O-])([O-])=O.[K+].[K+].[K+].Br[CH:34]=[C:35]([C:37]1[CH:42]=[CH:41][C:40]([F:43])=[C:39]([F:44])[CH:38]=1)[CH3:36], predict the reaction product. The product is: [F:44][C:39]1[CH:38]=[C:37](/[C:35](/[CH3:36])=[CH:34]/[N:6]2[C:7]3[CH:8]=[CH:9][C:10]([CH3:16])=[CH:11][C:12]=3[C:13]3[CH2:14][CH2:15][N:2]([CH3:1])[CH2:3][CH2:4][C:5]2=3)[CH:42]=[CH:41][C:40]=1[F:43]. (4) Given the reactants [F:1][C:2]([F:44])([F:43])[C:3]1[CH:4]=[C:5]([CH:40]=[CH:41][CH:42]=1)[CH2:6][NH:7][C:8]([C:10]1[CH:15]=[CH:14][N:13]=[C:12]([C:16]2[CH:21]=[C:20]([N:22]3[CH2:27][CH2:26][CH2:25][CH2:24][CH2:23]3)[CH:19]=[CH:18][C:17]=2[NH:28][C:29]([C:31]2[CH:32]=[C:33]([CH:37]=[CH:38][CH:39]=2)[C:34](O)=[O:35])=[O:30])[CH:11]=1)=[O:9].CN(CCN1CCOCC1)C(=O)C1C=CC=[C:50]([C:51]([NH:53][C:54]2C=CC(N3CCCCC3)=C[C:55]=2[C:66]2C=C(C(=O)NCC3C=CC=C(C(F)(F)F)C=3)C=[CH:68][N:67]=2)=[O:52])C=1.CC#N.N1CC[C@@H](NC(=O)C)C1, predict the reaction product. The product is: [C:51]([NH:53][C@H:54]1[CH2:55][CH2:66][N:67]([C:34]([C:33]2[CH:32]=[C:31]([CH:39]=[CH:38][CH:37]=2)[C:29]([NH:28][C:17]2[CH:18]=[CH:19][C:20]([N:22]3[CH2:27][CH2:26][CH2:25][CH2:24][CH2:23]3)=[CH:21][C:16]=2[C:12]2[CH:11]=[C:10]([CH:15]=[CH:14][N:13]=2)[C:8]([NH:7][CH2:6][C:5]2[CH:40]=[CH:41][CH:42]=[C:3]([C:2]([F:1])([F:44])[F:43])[CH:4]=2)=[O:9])=[O:30])=[O:35])[CH2:68]1)(=[O:52])[CH3:50]. (5) Given the reactants [Br:1][C:2]1[CH:3]=[CH:4][C:5]([F:38])=[C:6]([C@:8]2([CH2:36][F:37])[C@H:14]3[C@:12]([C:15](OCC)=[O:16])([CH2:13]3)[S:11][C:10]([N:20]([C:29]([O:31][C:32]([CH3:35])([CH3:34])[CH3:33])=[O:30])[CH2:21][O:22][CH2:23][CH2:24][Si:25]([CH3:28])([CH3:27])[CH3:26])=[N:9]2)[CH:7]=1.[BH4-].[Li+].CO, predict the reaction product. The product is: [C:32]([O:31][C:29](=[O:30])[N:20]([C:10]1[S:11][C@:12]2([CH2:15][OH:16])[C@H:14]([C@:8]([C:6]3[CH:7]=[C:2]([Br:1])[CH:3]=[CH:4][C:5]=3[F:38])([CH2:36][F:37])[N:9]=1)[CH2:13]2)[CH2:21][O:22][CH2:23][CH2:24][Si:25]([CH3:26])([CH3:27])[CH3:28])([CH3:35])([CH3:33])[CH3:34]. (6) Given the reactants I([O-])(=O)(=O)=[O:2].[Na+].[F:7][C:8]([F:46])([F:45])[C:9]1[CH:10]=[C:11]([C:19]([CH3:44])([CH3:43])[C:20]([N:22]([CH3:42])[C:23]2[CH:24]=[N:25][C:26]([N:36]3[CH2:41][CH2:40][O:39][CH2:38][CH2:37]3)=[CH:27][C:28]=2[C:29]2[CH:34]=[CH:33][CH:32]=[CH:31][C:30]=2[CH3:35])=[O:21])[CH:12]=[C:13]([C:15]([F:18])([F:17])[F:16])[CH:14]=1, predict the reaction product. The product is: [F:46][C:8]([F:7])([F:45])[C:9]1[CH:10]=[C:11]([C:19]([CH3:44])([CH3:43])[C:20]([N:22]([CH3:42])[C:23]2[CH:24]=[N:25][C:26]([N:36]3[CH2:41][CH2:40][O:39][CH2:38][C:37]3=[O:2])=[CH:27][C:28]=2[C:29]2[CH:34]=[CH:33][CH:32]=[CH:31][C:30]=2[CH3:35])=[O:21])[CH:12]=[C:13]([C:15]([F:18])([F:16])[F:17])[CH:14]=1.